This data is from Forward reaction prediction with 1.9M reactions from USPTO patents (1976-2016). The task is: Predict the product of the given reaction. (1) The product is: [CH3:43][O:42][C:40]1[CH:41]=[C:36]([CH2:35][CH2:34][C:24]2[NH:25][N:26]=[C:22]([NH:21][C:14](=[O:16])[C:13]3[CH:12]=[CH:11][C:10]([N:4]4[CH2:5][CH:6]([CH3:9])[N:7]([CH3:8])[CH:2]([CH3:1])[CH2:3]4)=[CH:20][CH:19]=3)[CH:23]=2)[CH:37]=[C:38]([O:44][CH3:45])[CH:39]=1. Given the reactants [CH3:1][CH:2]1[N:7]([CH3:8])[CH:6]([CH3:9])[CH2:5][N:4]([C:10]2[CH:20]=[CH:19][C:13]([C:14]([O:16]CC)=O)=[CH:12][CH:11]=2)[CH2:3]1.[NH2:21][C:22]1[N:26](C(OC(C)(C)C)=O)[N:25]=[C:24]([CH2:34][CH2:35][C:36]2[CH:41]=[C:40]([O:42][CH3:43])[CH:39]=[C:38]([O:44][CH3:45])[CH:37]=2)[CH:23]=1.C[Si]([N-][Si](C)(C)C)(C)C.[Na+], predict the reaction product. (2) The product is: [Cl:1][C:2]1[CH:7]=[CH:6][CH:5]=[CH:4][C:3]=1[C:8]([NH:12][CH:13]([CH:15]([CH3:17])[CH3:16])[CH3:14])=[C:9]([C:22](=[O:23])[CH2:21][CH2:18][CH3:19])[C:10]#[N:11]. Given the reactants [Cl:1][C:2]1[CH:7]=[CH:6][CH:5]=[CH:4][C:3]=1[C:8]([NH:12][CH:13]([CH:15]([CH3:17])[CH3:16])[CH3:14])=[CH:9][C:10]#[N:11].[CH:18]1([CH2:21][C:22](Cl)=[O:23])C[CH2:19]1.N1C=CC=CC=1, predict the reaction product. (3) Given the reactants [CH2:1]([C@@H:8]1[CH2:12][O:11][C:10](=[O:13])[NH:9]1)[C:2]1[CH:7]=[CH:6][CH:5]=[CH:4][CH:3]=1.C([Li])CCC.[CH2:19]([O:26][C:27]1[C:32]([F:33])=[CH:31][C:30]([CH2:34][CH:35]([CH3:39])[C:36]([OH:38])=[O:37])=[CH:29][C:28]=1[F:40])[C:20]1[CH:25]=[CH:24][CH:23]=[CH:22][CH:21]=1, predict the reaction product. The product is: [CH2:1]([C@@H:8]1[CH2:12][O:11][C:10](=[O:13])[N:9]1[C:36](=[O:37])[C@@H:35]([CH3:39])[CH2:34][C:30]1[CH:31]=[C:32]([F:33])[C:27]([O:26][CH2:19][C:20]2[CH:25]=[CH:24][CH:23]=[CH:22][CH:21]=2)=[C:28]([F:40])[CH:29]=1)[C:2]1[CH:3]=[CH:4][CH:5]=[CH:6][CH:7]=1.[CH2:1]([C@@H:8]1[CH2:12][O:11][C:10](=[O:13])[N:9]1[C:36](=[O:38])[C@H:35]([CH3:39])[CH2:34][C:30]1[CH:29]=[C:28]([F:40])[C:27]([O:26][CH2:19][C:20]2[CH:21]=[CH:22][CH:23]=[CH:24][CH:25]=2)=[C:32]([F:33])[CH:31]=1)[C:2]1[CH:3]=[CH:4][CH:5]=[CH:6][CH:7]=1. (4) Given the reactants C[O:2][C:3]([C:5]1[C:16]2[C:15](=[O:17])[CH:14]3[CH2:18][CH:10]([CH2:11][N:12]([CH2:19][CH:20]=[CH2:21])[CH2:13]3)[C:9]=2[CH:8]=[CH:7][CH:6]=1)=O.[BH4-].[Na+], predict the reaction product. The product is: [CH2:19]([N:12]1[CH2:11][CH:10]2[CH2:18][CH:14]([CH:15]([OH:17])[C:16]3[C:9]2=[CH:8][CH:7]=[CH:6][C:5]=3[CH2:3][OH:2])[CH2:13]1)[CH:20]=[CH2:21]. (5) Given the reactants [Cl:1][C:2]1[CH:3]=[C:4]([NH:17][C:18]2[C:19]3[N:26]([CH2:27][CH2:28]O)[N:25]=[CH:24][C:20]=3[N:21]=[CH:22][N:23]=2)[CH:5]=[CH:6][C:7]=1[O:8][CH2:9][C:10]1[CH:15]=[CH:14][CH:13]=[C:12]([F:16])[CH:11]=1.N(C(N1CCCCC1)=O)=NC(N1CCCCC1)=O.C(P(CCCC)CCCC)CCC.O, predict the reaction product. The product is: [Cl:1][C:2]1[CH:3]=[C:4]([N:17]2[C:18]3[C:19]4=[C:20]([CH:24]=[N:25][N:26]4[CH2:27][CH2:28]2)[N:21]=[CH:22][N:23]=3)[CH:5]=[CH:6][C:7]=1[O:8][CH2:9][C:10]1[CH:15]=[CH:14][CH:13]=[C:12]([F:16])[CH:11]=1. (6) Given the reactants [F:1][C:2]1[CH:7]=[CH:6][CH:5]=[C:4]([F:8])[C:3]=1[NH:9][C:10](=[O:33])[NH:11][C:12]1[CH:17]=[CH:16][C:15]([C:18]2[CH:22]=[C:21]([C:23]([NH:25][CH:26]([CH3:31])[C:27]([O:29]C)=[O:28])=[O:24])[O:20][N:19]=2)=[CH:14][C:13]=1[CH3:32].[Li+].[OH-].Cl, predict the reaction product. The product is: [F:8][C:4]1[CH:5]=[CH:6][CH:7]=[C:2]([F:1])[C:3]=1[NH:9][C:10](=[O:33])[NH:11][C:12]1[CH:17]=[CH:16][C:15]([C:18]2[CH:22]=[C:21]([C:23]([NH:25][CH:26]([CH3:31])[C:27]([OH:29])=[O:28])=[O:24])[O:20][N:19]=2)=[CH:14][C:13]=1[CH3:32].